This data is from Full USPTO retrosynthesis dataset with 1.9M reactions from patents (1976-2016). The task is: Predict the reactants needed to synthesize the given product. (1) The reactants are: [NH2:1][C@H:2]([CH2:7][C:8]1[CH:13]=[CH:12][CH:11]=[CH:10][C:9]=1[C:14]([F:17])([F:16])[F:15])[CH2:3][C:4]([OH:6])=[O:5].[NH:18]1[C:22]([C:23]([OH:25])=[O:24])=[CH:21][C:20]([C:26](O)=[O:27])=[N:19]1.CN(C([O:36]N1N=NC2C=CC=NC1=2)=[N+](C)C)C.F[P-](F)(F)(F)(F)F.CCN(C(C)C)C(C)C.[OH-:62].[Na+]. Given the product [C:4]([CH2:3][C@H:2]([NH:1][C:26]([C:20]1[CH:21]=[C:22]([C:23]([OH:25])=[O:24])[NH:18][N:19]=1)=[O:27])[CH2:7][C:8]1[CH:13]=[CH:12][CH:11]=[CH:10][C:9]=1[C:14]([F:15])([F:16])[F:17])([OH:6])=[O:5].[C:9]([OH:36])([C:14]([F:17])([F:16])[F:15])=[O:62], predict the reactants needed to synthesize it. (2) Given the product [CH2:1]([O:8][C:9]1[C:10]2[N:11]([C:16]([CH3:20])=[C:17]([CH3:19])[N:18]=2)[CH:12]=[C:13]([C:21]([O:24][CH2:25][CH3:26])=[O:23])[CH:14]=1)[C:2]1[CH:7]=[CH:6][CH:5]=[CH:4][CH:3]=1, predict the reactants needed to synthesize it. The reactants are: [CH2:1]([O:8][C:9]1[C:10]2[N:11]([C:16]([CH3:20])=[C:17]([CH3:19])[N:18]=2)[CH:12]=[C:13](Br)[CH:14]=1)[C:2]1[CH:7]=[CH:6][CH:5]=[CH:4][CH:3]=1.[C:21]([O-:24])(=[O:23])C.[C:25]1(P(C2C=CC=CC=2)C2C=CC=CC=2)C=CC=C[CH:26]=1.[C]=O.